Dataset: Full USPTO retrosynthesis dataset with 1.9M reactions from patents (1976-2016). Task: Predict the reactants needed to synthesize the given product. (1) Given the product [C:66]([O:65][C:64](=[O:70])[NH:63][C:58]([CH3:62])([CH2:59][CH2:60][CH3:61])[CH2:57][NH:56][C:20]([C:16]1[N:11]2[CH:12]=[C:13]([CH3:15])[CH:14]=[C:9]([O:8][CH2:1][C:2]3[CH:7]=[CH:6][CH:5]=[CH:4][CH:3]=3)[C:10]2=[N:18][C:17]=1[CH3:19])=[O:21])([CH3:69])([CH3:68])[CH3:67], predict the reactants needed to synthesize it. The reactants are: [CH2:1]([O:8][C:9]1[C:10]2[N:11]([C:16]([C:20](O)=[O:21])=[C:17]([CH3:19])[N:18]=2)[CH:12]=[C:13]([CH3:15])[CH:14]=1)[C:2]1[CH:7]=[CH:6][CH:5]=[CH:4][CH:3]=1.CN(C(ON1N=NC2C=CC=NC1=2)=[N+](C)C)C.F[P-](F)(F)(F)(F)F.C(N(CC)C(C)C)(C)C.[NH2:56][CH2:57][C:58]([NH:63][C:64](=[O:70])[O:65][C:66]([CH3:69])([CH3:68])[CH3:67])([CH3:62])[CH2:59][CH2:60][CH3:61]. (2) Given the product [C:1]([O:5][C:6]([C:7]1([O:11][C:12]2[CH:17]=[CH:16][C:15]([N+:18]([O-:20])=[O:19])=[C:14]([F:21])[CH:13]=2)[CH2:9][CH2:8]1)=[O:22])([CH3:4])([CH3:3])[CH3:2], predict the reactants needed to synthesize it. The reactants are: [C:1]([O:5][C:6](=[O:22])[CH:7]([O:11][C:12]1[CH:17]=[CH:16][C:15]([N+:18]([O-:20])=[O:19])=[C:14]([F:21])[CH:13]=1)[CH2:8][CH2:9]Br)([CH3:4])([CH3:3])[CH3:2].CC(C)([O-])C.[K+]. (3) Given the product [ClH:24].[CH:1]1([C:7]2([C:20](=[O:23])[CH2:21][CH3:22])[CH2:8][CH2:9][NH:10][CH2:11][CH2:12]2)[CH2:2][CH2:3][CH2:4][CH2:5][CH2:6]1, predict the reactants needed to synthesize it. The reactants are: [CH:1]1([C:7]2([C:20](=[O:23])[CH2:21][CH3:22])[CH2:12][CH2:11][N:10](C(OC(C)(C)C)=O)[CH2:9][CH2:8]2)[CH2:6][CH2:5][CH2:4][CH2:3][CH2:2]1.[ClH:24]. (4) Given the product [F:16][C:14]1[C:13]2[C:12](=[N:18][S:1][N:17]=2)[CH:11]=[CH:10][CH:15]=1, predict the reactants needed to synthesize it. The reactants are: [S:1](=NC1C=CC=CC=1)=O.[CH:10]1[CH:15]=[C:14]([F:16])[C:13]([NH2:17])=[C:12]([NH2:18])[CH:11]=1. (5) The reactants are: F[C:2]1[CH:7]=[CH:6][C:5]([N+:8]([O-:10])=[O:9])=[CH:4][CH:3]=1.CN1CCCC1=O.[CH3:18][CH:19]1[N:24]([CH2:25][CH2:26][CH2:27][NH2:28])[CH2:23][CH2:22][CH2:21][CH2:20]1.C(N(CC)CC)C. Given the product [CH3:18][CH:19]1[CH2:20][CH2:21][CH2:22][CH2:23][N:24]1[CH2:25][CH2:26][CH2:27][NH:28][C:2]1[CH:7]=[CH:6][C:5]([N+:8]([O-:10])=[O:9])=[CH:4][CH:3]=1, predict the reactants needed to synthesize it.